This data is from Full USPTO retrosynthesis dataset with 1.9M reactions from patents (1976-2016). The task is: Predict the reactants needed to synthesize the given product. (1) Given the product [CH2:1]([O:8][C@H:9]([CH3:13])[C:10]([NH:29][C:30]1[CH:35]=[C:34]([O:36][C:37]2[C:42]([F:43])=[CH:41][C:40]([NH:44][C:45]([C:47]3([C:50]([NH:52][C:53]4[CH:54]=[CH:55][C:56]([F:59])=[CH:57][CH:58]=4)=[O:51])[CH2:49][CH2:48]3)=[O:46])=[C:39]([F:60])[CH:38]=2)[CH:33]=[CH:32][N:31]=1)=[O:12])[C:2]1[CH:3]=[CH:4][CH:5]=[CH:6][CH:7]=1, predict the reactants needed to synthesize it. The reactants are: [CH2:1]([O:8][C@H:9]([CH3:13])[C:10]([OH:12])=O)[C:2]1[CH:7]=[CH:6][CH:5]=[CH:4][CH:3]=1.CN1CCOCC1.ClC(OCC(C)C)=O.[NH2:29][C:30]1[CH:35]=[C:34]([O:36][C:37]2[C:42]([F:43])=[CH:41][C:40]([NH:44][C:45]([C:47]3([C:50]([NH:52][C:53]4[CH:58]=[CH:57][C:56]([F:59])=[CH:55][CH:54]=4)=[O:51])[CH2:49][CH2:48]3)=[O:46])=[C:39]([F:60])[CH:38]=2)[CH:33]=[CH:32][N:31]=1. (2) Given the product [NH2:7][C:2]1[N:3]=[CH:4][C:38]([C:2]2[N:3]=[C:4]([N:12]3[CH2:17][CH2:16][O:15][CH2:14][CH2:13]3)[C:5]3[S:10][C:9]([C:26]4[CH:27]=[C:22]([NH:21][C:18](=[O:20])[CH3:19])[CH:23]=[CH:24][CH:25]=4)=[N:8][C:6]=3[N:7]=2)=[CH:37][N:39]=1, predict the reactants needed to synthesize it. The reactants are: Cl[C:2]1[N:3]=[C:4]([N:12]2[CH2:17][CH2:16][O:15][CH2:14][CH2:13]2)[C:5]2[S:10][C:9](I)=[N:8][C:6]=2[N:7]=1.[C:18]([NH:21][C:22]1[CH:23]=[C:24](B(O)O)[CH:25]=[CH:26][CH:27]=1)(=[O:20])[CH3:19].C(=O)([O-])[O-].[Na+].[Na+].[C:37](#[N:39])[CH3:38].